From a dataset of Catalyst prediction with 721,799 reactions and 888 catalyst types from USPTO. Predict which catalyst facilitates the given reaction. (1) Reactant: Br[CH2:2][CH2:3][OH:4].[Cl:5][C:6]1[CH:7]=[C:8]2[C:13](=[CH:14][CH:15]=1)[CH:12]=[C:11]([SH:16])[CH:10]=[CH:9]2.[OH-].[Na+]. Product: [Cl:5][C:6]1[CH:7]=[C:8]2[C:13](=[CH:14][CH:15]=1)[CH:12]=[C:11]([S:16][CH2:2][CH2:3][OH:4])[CH:10]=[CH:9]2. The catalyst class is: 5. (2) Reactant: ClCCl.[CH2:4](N(CC)CC)C.[F:11][CH:12]([F:46])[O:13][C:14]1[CH:43]=[CH:42][C:17]([CH2:18][C:19]2[NH:20][C:21](=[O:41])[C:22]3[N:23]=[CH:24][N:25]([CH:28]([CH:38]([OH:40])[CH3:39])[CH2:29][CH2:30][CH2:31][C:32]4[CH:37]=[CH:36][CH:35]=[CH:34][CH:33]=4)[C:26]=3[N:27]=2)=[CH:16][C:15]=1[O:44][CH3:45].CS(C)=O. Product: [C:38]([CH:28]([N:25]1[C:24]([CH3:4])=[N:23][C:22]2[C:21](=[O:41])[NH:20][C:19]([CH2:18][C:17]3[CH:42]=[CH:43][C:14]([O:13][CH:12]([F:11])[F:46])=[C:15]([O:44][CH3:45])[CH:16]=3)=[N:27][C:26]1=2)[CH2:29][CH2:30][CH2:31][C:32]1[CH:37]=[CH:36][CH:35]=[CH:34][CH:33]=1)(=[O:40])[CH3:39]. The catalyst class is: 6.